Dataset: Peptide-MHC class I binding affinity with 185,985 pairs from IEDB/IMGT. Task: Regression. Given a peptide amino acid sequence and an MHC pseudo amino acid sequence, predict their binding affinity value. This is MHC class I binding data. The peptide sequence is YLDDPDLKY. The MHC is HLA-A01:01 with pseudo-sequence HLA-A01:01. The binding affinity (normalized) is 0.611.